The task is: Predict the reactants needed to synthesize the given product.. This data is from Full USPTO retrosynthesis dataset with 1.9M reactions from patents (1976-2016). Given the product [CH3:23][N:24]1[CH2:30][CH2:29][CH2:28][N:27]([C:16]([C:15]2[CH:14]=[C:13]([C:11]3[O:12][C:8]([CH:7]=[C:6]4[S:5][C:4](=[S:22])[NH:3][C:2]4=[O:1])=[CH:9][CH:10]=3)[CH:21]=[CH:20][CH:19]=2)=[O:18])[CH2:26][CH2:25]1, predict the reactants needed to synthesize it. The reactants are: [O:1]=[C:2]1[C:6](=[CH:7][C:8]2[O:12][C:11]([C:13]3[CH:14]=[C:15]([CH:19]=[CH:20][CH:21]=3)[C:16]([OH:18])=O)=[CH:10][CH:9]=2)[S:5][C:4](=[S:22])[NH:3]1.[CH3:23][N:24]1[CH2:30][CH2:29][CH2:28][NH:27][CH2:26][CH2:25]1.C1C=CC2N(O)N=NC=2C=1.CCN=C=NCCCN(C)C.CCN(C(C)C)C(C)C.